This data is from Catalyst prediction with 721,799 reactions and 888 catalyst types from USPTO. The task is: Predict which catalyst facilitates the given reaction. (1) Reactant: C([O:3][C:4]([C:6]1[CH:11]=[C:10]([CH2:12][O:13][CH2:14][CH2:15][C:16]([F:19])([F:18])[F:17])[N:9]=[C:8]([NH:20][C:21]2[CH:26]=[CH:25][C:24]([N:27]3[CH:31]=[C:30]([CH3:32])[N:29]=[CH:28]3)=[C:23]([O:33][CH3:34])[CH:22]=2)[N:7]=1)=[CH2:5])C.O.Cl. Product: [CH3:34][O:33][C:23]1[CH:22]=[C:21]([NH:20][C:8]2[N:7]=[C:6]([C:4](=[O:3])[CH3:5])[CH:11]=[C:10]([CH2:12][O:13][CH2:14][CH2:15][C:16]([F:17])([F:18])[F:19])[N:9]=2)[CH:26]=[CH:25][C:24]=1[N:27]1[CH:31]=[C:30]([CH3:32])[N:29]=[CH:28]1. The catalyst class is: 12. (2) Reactant: [C:1](Cl)(=O)[C:2]([Cl:4])=[O:3].[CH2:7]([O:14][C:15]([N:17]1C[CH2:23][CH2:22][C@@H:18]1C(O)=O)=[O:16])[C:8]1[CH:13]=[CH:12][CH:11]=[CH:10][CH:9]=1. Product: [Cl:4][C:2]([C@H:1]1[CH2:23][CH2:22][CH2:18][N:17]1[C:15]([O:14][CH2:7][C:8]1[CH:9]=[CH:10][CH:11]=[CH:12][CH:13]=1)=[O:16])=[O:3]. The catalyst class is: 588. (3) Reactant: C1C[C@H](C(O)=O)CC[C@H]1CN.[CH3:12][CH:13]([CH3:34])[CH2:14][C:15]([O:17][CH:18]([O:20][C:21]([NH:23][CH2:24][C@H:25]1[CH2:30][CH2:29][C@H:28]([C:31]([OH:33])=[O:32])[CH2:27][CH2:26]1)=[O:22])[CH3:19])=[O:16].C(=O)(O)[O-].[Na+:39].C(#N)C. Product: [CH3:12][CH:13]([CH3:34])[CH2:14][C:15]([O:17][CH:18]([O:20][C:21]([NH:23][CH2:24][C@H:25]1[CH2:26][CH2:27][C@H:28]([C:31]([O-:33])=[O:32])[CH2:29][CH2:30]1)=[O:22])[CH3:19])=[O:16].[Na+:39]. The catalyst class is: 6.